Task: Predict the product of the given reaction.. Dataset: Forward reaction prediction with 1.9M reactions from USPTO patents (1976-2016) (1) Given the reactants [Cl:1][C:2]1[CH:3]=[C:4]([CH2:9][C:10]#[N:11])[CH:5]=[C:6]([Cl:8])[CH:7]=1.[H-].[Na+].[CH2:14]([O:16][C:17]([N:19]1[C:28]2[C:23](=[CH:24][C:25]([C:29]([F:32])([F:31])[F:30])=[CH:26][CH:27]=2)[CH:22](Br)[CH2:21][C@H:20]1[CH2:34][CH3:35])=[O:18])[CH3:15].O, predict the reaction product. The product is: [CH2:14]([O:16][C:17]([N:19]1[C:28]2[C:23](=[CH:24][C:25]([C:29]([F:32])([F:30])[F:31])=[CH:26][CH:27]=2)[C@@H:22]([C@H:9]([C:10]#[N:11])[C:4]2[CH:3]=[C:2]([Cl:1])[CH:7]=[C:6]([Cl:8])[CH:5]=2)[CH2:21][C@H:20]1[CH2:34][CH3:35])=[O:18])[CH3:15]. (2) Given the reactants [CH3:1][O:2][C:3](=[O:24])[CH2:4][C:5]1[CH:6]=[C:7]([C:12]2[CH:17]=[C:16]([O:18][CH3:19])[CH:15]=[CH:14][C:13]=2[CH2:20][NH:21][CH2:22][CH3:23])[CH:8]=[C:9]([Cl:11])[CH:10]=1.[CH2:25]([N:32]=[C:33]=[O:34])[C:26]1[CH:31]=[CH:30][CH:29]=[CH:28][CH:27]=1, predict the reaction product. The product is: [CH3:1][O:2][C:3](=[O:24])[CH2:4][C:5]1[CH:6]=[C:7]([C:12]2[CH:17]=[C:16]([O:18][CH3:19])[CH:15]=[CH:14][C:13]=2[CH2:20][N:21]([CH2:22][CH3:23])[C:33]([NH:32][CH2:25][C:26]2[CH:31]=[CH:30][CH:29]=[CH:28][CH:27]=2)=[O:34])[CH:8]=[C:9]([Cl:11])[CH:10]=1.